This data is from Cav3 T-type calcium channel HTS with 100,875 compounds. The task is: Binary Classification. Given a drug SMILES string, predict its activity (active/inactive) in a high-throughput screening assay against a specified biological target. (1) The compound is S(=O)(=O)(N1CC(CCC1)C(=O)NC1CCN(CC1)C(OCC)=O)c1cccnc1. The result is 0 (inactive). (2) The result is 0 (inactive). The drug is O=C(NCC1(N(C)C)CCCCC1)CNC(=O)c1cc(OC)c(OC)cc1. (3) The molecule is S(CC(=O)N1CCCCC1)c1oc(nn1)c1c(OC)cc(OC)cc1. The result is 0 (inactive). (4) The drug is S(=O)(=O)(NCCN(CC)c1ccccc1)c1cc2sc(=O)[nH]c2cc1. The result is 0 (inactive). (5) The drug is Clc1c(cc(S(=O)(=O)N2C(CCC2)C(=O)NC(C)C(OC)=O)c(c1)C)C. The result is 0 (inactive). (6) The molecule is n1(C(C)C)c2nc(N(CCN(C)C)Cc3ccccc3)nc(N(c3ccccc3)C)c2nc1. The result is 0 (inactive).